This data is from Full USPTO retrosynthesis dataset with 1.9M reactions from patents (1976-2016). The task is: Predict the reactants needed to synthesize the given product. (1) The reactants are: [N:1]1[CH:6]=[CH:5][CH:4]=[C:3]([O:7][C:8]2[CH:17]=[CH:16][C:11]([C:12]([NH:14][NH2:15])=O)=[CH:10][CH:9]=2)[CH:2]=1.I.CS[C:21](=[NH:34])[NH:22][C:23]1[CH:28]=[CH:27][C:26]([Cl:29])=[C:25]([C:30]([F:33])([F:32])[F:31])[CH:24]=1. Given the product [Cl:29][C:26]1[CH:27]=[CH:28][C:23]([NH:22][C:21]2[NH:34][C:12]([C:11]3[CH:16]=[CH:17][C:8]([O:7][C:3]4[CH:2]=[N:1][CH:6]=[CH:5][CH:4]=4)=[CH:9][CH:10]=3)=[N:14][N:15]=2)=[CH:24][C:25]=1[C:30]([F:31])([F:32])[F:33], predict the reactants needed to synthesize it. (2) Given the product [CH2:21]([N:18]1[CH2:17][CH:16]=[C:15]([C:12]2[CH:13]=[CH:14][C:9]([F:8])=[CH:10][CH:11]=2)[CH2:20][CH2:19]1)[C:22]1[CH:27]=[CH:26][CH:25]=[CH:24][CH:23]=1, predict the reactants needed to synthesize it. The reactants are: C(=O)([O-])[O-].[K+].[K+].Cl.[F:8][C:9]1[CH:14]=[CH:13][C:12]([C:15]2[CH2:16][CH2:17][NH:18][CH2:19][CH:20]=2)=[CH:11][CH:10]=1.[CH2:21](Br)[C:22]1[CH:27]=[CH:26][CH:25]=[CH:24][CH:23]=1.